Dataset: Peptide-MHC class II binding affinity with 134,281 pairs from IEDB. Task: Regression. Given a peptide amino acid sequence and an MHC pseudo amino acid sequence, predict their binding affinity value. This is MHC class II binding data. The peptide sequence is KVFIDTIPNIMFFST. The MHC is DRB1_0101 with pseudo-sequence DRB1_0101. The binding affinity (normalized) is 0.741.